From a dataset of Reaction yield outcomes from USPTO patents with 853,638 reactions. Predict the reaction yield, written as a fraction of the theoretical maximum amount of product (1.0 means a 100% yield; for example, 0.34 means a 34% yield). (1) The reactants are [CH3:1][NH:2][C:3]1[S:4][C:5]2[CH:11]=[CH:10][C:9]([NH:12][CH2:13][C:14]3[CH:22]=[CH:21][C:17]([C:18]([OH:20])=O)=[CH:16][CH:15]=3)=[CH:8][C:6]=2[N:7]=1.[C:23]1([NH2:30])[CH:28]=[CH:27][CH:26]=[CH:25][C:24]=1[NH2:29].F[P-](F)(F)(F)(F)F.N1(O[P+](N(C)C)(N(C)C)N(C)C)C2C=CC=CC=2N=N1.C(N(CC)CC)C. The catalyst is C(#N)C. The product is [NH2:29][C:24]1[CH:25]=[CH:26][CH:27]=[CH:28][C:23]=1[NH:30][C:18](=[O:20])[C:17]1[CH:16]=[CH:15][C:14]([CH2:13][NH:12][C:9]2[CH:10]=[CH:11][C:5]3[S:4][C:3]([NH:2][CH3:1])=[N:7][C:6]=3[CH:8]=2)=[CH:22][CH:21]=1. The yield is 0.350. (2) The reactants are [CH3:1][Mg]Br.[CH2:4]([O:11][C:12]([N:14]1[CH2:19][CH2:18][C:17](=[O:20])[CH:16]([F:21])[CH2:15]1)=[O:13])[C:5]1[CH:10]=[CH:9][CH:8]=[CH:7][CH:6]=1. The catalyst is O1CCCC1. The product is [CH2:4]([O:11][C:12]([N:14]1[CH2:19][CH2:18][C:17]([OH:20])([CH3:1])[CH:16]([F:21])[CH2:15]1)=[O:13])[C:5]1[CH:6]=[CH:7][CH:8]=[CH:9][CH:10]=1. The yield is 0.460. (3) The reactants are Cl[C:2]1[CH:7]=[CH:6][N:5]=[C:4]2[C:8]([C:11](=[O:29])[C:12]([N:14]3[CH2:19][CH2:18][C:17](=[C:20]([C:23]4[CH:28]=[CH:27][CH:26]=[CH:25][CH:24]=4)[C:21]#[N:22])[CH2:16][CH2:15]3)=[O:13])=[CH:9][NH:10][C:3]=12.[NH:30]1[CH:34]=[CH:33][N:32]=[N:31]1.C([O-])([O-])=O.[K+].[K+]. The catalyst is CO.[Cu]. The product is [O:29]=[C:11]([C:8]1[C:4]2=[N:5][CH:6]=[CH:7][C:2]([N:31]3[N:32]=[CH:33][CH:34]=[N:30]3)=[C:3]2[NH:10][CH:9]=1)[C:12]([N:14]1[CH2:19][CH2:18][C:17](=[C:20]([C:23]2[CH:28]=[CH:27][CH:26]=[CH:25][CH:24]=2)[C:21]#[N:22])[CH2:16][CH2:15]1)=[O:13]. The yield is 0.390. (4) The reactants are Br[CH2:2][C:3]([C:5]1[C:10]([CH3:11])=[CH:9][C:8]([O:12][CH2:13][CH2:14][O:15][CH3:16])=[CH:7][C:6]=1[CH3:17])=O.[NH2:18][C:19]([NH2:21])=[S:20]. The catalyst is CCO. The product is [CH3:16][O:15][CH2:14][CH2:13][O:12][C:8]1[CH:9]=[C:10]([CH3:11])[C:5]([C:3]2[N:18]=[C:19]([NH2:21])[S:20][CH:2]=2)=[C:6]([CH3:17])[CH:7]=1. The yield is 0.940. (5) The reactants are [C:1]1(=[O:11])[C:9]2[C:4](=[CH:5][CH:6]=[CH:7][CH:8]=2)[C:3](=[O:10])[NH:2]1.C1C=CC(P(C2C=CC=CC=2)C2C=CC=CC=2)=CC=1.O[CH2:32][CH:33]1[CH2:38][N:37]2[N:39]=[C:40]([C:45]3[CH:50]=[CH:49][C:48]([O:51][C:52]4[CH:57]=[CH:56][CH:55]=[CH:54][CH:53]=4)=[CH:47][CH:46]=3)[C:41]([C:42]([NH2:44])=[O:43])=[C:36]2[NH:35][CH2:34]1.CC(OC(/N=N/C(OC(C)C)=O)=O)C. The catalyst is C1COCC1. The product is [O:11]=[C:1]1[C:9]2[C:4](=[CH:5][CH:6]=[CH:7][CH:8]=2)[C:3](=[O:10])[N:2]1[CH2:32][CH:33]1[CH2:38][N:37]2[N:39]=[C:40]([C:45]3[CH:50]=[CH:49][C:48]([O:51][C:52]4[CH:57]=[CH:56][CH:55]=[CH:54][CH:53]=4)=[CH:47][CH:46]=3)[C:41]([C:42]([NH2:44])=[O:43])=[C:36]2[NH:35][CH2:34]1. The yield is 0.620. (6) The catalyst is CN(C=O)C. The yield is 0.700. The product is [O:1]1[CH2:2][CH2:3][CH:4]([C:7]2[N:11]([S:16]([N:15]([CH3:20])[CH3:14])(=[O:18])=[O:17])[CH:10]=[CH:9][N:8]=2)[CH2:5][CH2:6]1. The reactants are [O:1]1[CH2:6][CH2:5][CH:4]([C:7]2[NH:8][CH:9]=[CH:10][N:11]=2)[CH2:3][CH2:2]1.[H-].[Na+].[CH3:14][N:15]([CH3:20])[S:16](Cl)(=[O:18])=[O:17].[NH4+].[Cl-]. (7) The reactants are [CH2:1]([O:8][N:9]1[C:15](=[O:16])[N:14]2[CH2:17][C@H:10]1[CH2:11][CH2:12][C@H:13]2[C:18]([O:20]C)=[O:19])[C:2]1[CH:7]=[CH:6][CH:5]=[CH:4][CH:3]=1.O.O.[OH-].[Li+]. The catalyst is O1CCCC1. The product is [CH2:1]([O:8][N:9]1[C:15](=[O:16])[N:14]2[CH2:17][C@H:10]1[CH2:11][CH2:12][C@H:13]2[C:18]([OH:20])=[O:19])[C:2]1[CH:7]=[CH:6][CH:5]=[CH:4][CH:3]=1. The yield is 0.980. (8) The reactants are C([O:3][C:4]([C:6]1[C:7]([C:12]2[CH:17]=[CH:16][C:15]([F:18])=[CH:14][N:13]=2)=[N:8][O:9][C:10]=1[CH3:11])=O)C.O.[OH-].[Na+]. The catalyst is C1COCC1. The product is [F:18][C:15]1[CH:16]=[CH:17][C:12]([C:7]2[C:6]([CH2:4][OH:3])=[C:10]([CH3:11])[O:9][N:8]=2)=[N:13][CH:14]=1. The yield is 0.710.